This data is from Full USPTO retrosynthesis dataset with 1.9M reactions from patents (1976-2016). The task is: Predict the reactants needed to synthesize the given product. (1) Given the product [CH3:1][CH2:2][CH2:3][CH2:4][C:5]1[N:14]([CH2:15][C:16]2[CH:17]=[CH:18][C:19]([C:22]3[CH:23]=[CH:24][CH:25]=[CH:26][C:27]=3[C:28]3[N:29]=[N:30][NH:31][N:32]=3)=[CH:20][CH:21]=2)[C:12](=[O:13])[C:7]2([CH2:8][CH2:9][CH2:10][CH2:11]2)[N:6]=1, predict the reactants needed to synthesize it. The reactants are: [CH3:1][CH2:2][CH2:3][CH2:4][C:5]1[N:14]([CH2:15][C:16]2[CH:21]=[CH:20][C:19]([C:22]3[C:27]([C:28]4[N:32]=[N:31][NH:30][N:29]=4)=[CH:26][CH:25]=[CH:24][CH:23]=3)=[CH:18][CH:17]=2)[C:12](=[O:13])[C:7]2([CH2:11][CH2:10][CH2:9][CH2:8]2)[N:6]=1.Cl.N. (2) The reactants are: Br[C:2]1[N:28]([S:29]([C:32]2[CH:37]=[CH:36][CH:35]=[CH:34][CH:33]=2)(=[O:31])=[O:30])[C:5]2[N:6]=[CH:7][C:8]3[CH2:13][N:12]([C:14]4[C:19]([F:20])=[C:18]([O:21][CH3:22])[CH:17]=[C:16]([O:23][CH3:24])[C:15]=4[F:25])[C:11](=[O:26])[N:10]([CH3:27])[C:9]=3[C:4]=2[CH:3]=1.[CH2:38]([O:40]/[CH:41]=[CH:42]\B1OC(C)(C)C(C)(C)O1)[CH3:39].ClCCl.C(=O)([O-])[O-].[K+].[K+].O1CCOCC1.O. Given the product [F:25][C:15]1[C:16]([O:23][CH3:24])=[CH:17][C:18]([O:21][CH3:22])=[C:19]([F:20])[C:14]=1[N:12]1[CH2:13][C:8]2[CH:7]=[N:6][C:5]3[N:28]([S:29]([C:32]4[CH:37]=[CH:36][CH:35]=[CH:34][CH:33]=4)(=[O:31])=[O:30])[C:2](/[CH:39]=[CH:38]\[O:40][CH2:41][CH3:42])=[CH:3][C:4]=3[C:9]=2[N:10]([CH3:27])[C:11]1=[O:26], predict the reactants needed to synthesize it. (3) Given the product [F:1][C:2]1[C:14]([NH:15][CH2:16][C:17]2[CH:22]=[C:21]([CH3:23])[CH:20]=[C:19]([C:24]3[CH:29]=[CH:28][CH:27]=[C:26]([F:30])[CH:25]=3)[C:18]=2[F:31])=[C:13]([F:32])[CH:12]=[CH:11][C:3]=1[O:4][CH2:5][C:6]([OH:8])=[O:7], predict the reactants needed to synthesize it. The reactants are: [F:1][C:2]1[C:14]([NH:15][CH2:16][C:17]2[CH:22]=[C:21]([CH3:23])[CH:20]=[C:19]([C:24]3[CH:29]=[CH:28][CH:27]=[C:26]([F:30])[CH:25]=3)[C:18]=2[F:31])=[C:13]([F:32])[CH:12]=[CH:11][C:3]=1[O:4][CH2:5][C:6]([O:8]CC)=[O:7].O[Li].O. (4) Given the product [C:4]([O:3][C:1](=[O:2])[NH:8][C@H:9]([C:14]([NH:18][NH2:19])=[O:16])[C:10]([CH3:13])([CH3:12])[CH3:11])([CH3:7])([CH3:6])[CH3:5], predict the reactants needed to synthesize it. The reactants are: [C:1]([NH:8][C@H:9]([C:14]([OH:16])=O)[C:10]([CH3:13])([CH3:12])[CH3:11])([O:3][C:4]([CH3:7])([CH3:6])[CH3:5])=[O:2].O.[NH2:18][NH2:19].C(OCC)(=O)C. (5) Given the product [NH2:41][CH2:40][C:17]1[N:16]=[C:15]2[C:20]([N:21]=[CH:22][N:14]2[C@H:8]2[C@H:9]([OH:10])[C@H:5]([OH:4])[C@@H:6]([CH2:42][OH:43])[O:7]2)=[C:19]([NH:23][CH2:24][CH:25]([C:33]2[CH:38]=[CH:37][CH:36]=[C:35]([CH3:39])[CH:34]=2)[C:26]2[CH:31]=[CH:30][CH:29]=[C:28]([CH3:32])[CH:27]=2)[N:18]=1, predict the reactants needed to synthesize it. The reactants are: C([O:4][C@H:5]1[C@@H:9]([O:10]C(=O)C)[C@H:8]([N:14]2[CH:22]=[N:21][C:20]3[C:15]2=[N:16][C:17]([C:40]#[N:41])=[N:18][C:19]=3[NH:23][CH2:24][CH:25]([C:33]2[CH:38]=[CH:37][CH:36]=[C:35]([CH3:39])[CH:34]=2)[C:26]2[CH:31]=[CH:30][CH:29]=[C:28]([CH3:32])[CH:27]=2)[O:7][C@@H:6]1[CH2:42][O:43]C(=O)C)(=O)C. (6) The reactants are: Br[CH:2]([CH2:13][CH2:14][CH2:15][CH2:16][CH2:17][CH2:18][CH2:19][CH2:20][CH2:21][CH3:22])[CH2:3][CH2:4][CH2:5][CH2:6][CH2:7][CH2:8][CH2:9][CH2:10][CH2:11][CH3:12].[C:23]([O-:26])(=[S:25])[CH3:24].[K+]. Given the product [C:23]([O:26][CH:2]([CH2:13][CH2:14][CH2:15][CH2:16][CH2:17][CH2:18][CH2:19][CH2:20][CH2:21][CH3:22])[CH2:3][CH2:4][CH2:5][CH2:6][CH2:7][CH2:8][CH2:9][CH2:10][CH2:11][CH3:12])(=[S:25])[CH3:24], predict the reactants needed to synthesize it.